This data is from Forward reaction prediction with 1.9M reactions from USPTO patents (1976-2016). The task is: Predict the product of the given reaction. (1) Given the reactants [OH:1][CH2:2][C@@H:3]([N:8]1[C:17]2[C:12](=[CH:13][C:14]([O:20][CH2:21][C:22]3[CH:27]=[CH:26][C:25]([O:28][CH3:29])=[CH:24][CH:23]=3)=[C:15]([O:18][CH3:19])[CH:16]=2)[C:11](=[O:30])[C:10]([C:31]([O:33][CH2:34][CH3:35])=[O:32])=[CH:9]1)[C:4]([CH3:7])([CH3:6])[CH3:5].[CH3:36][C:37]([Si:40](Cl)([CH3:42])[CH3:41])([CH3:39])[CH3:38].N1C=CN=C1, predict the reaction product. The product is: [Si:40]([O:1][CH2:2][C@@H:3]([N:8]1[C:17]2[C:12](=[CH:13][C:14]([O:20][CH2:21][C:22]3[CH:27]=[CH:26][C:25]([O:28][CH3:29])=[CH:24][CH:23]=3)=[C:15]([O:18][CH3:19])[CH:16]=2)[C:11](=[O:30])[C:10]([C:31]([O:33][CH2:34][CH3:35])=[O:32])=[CH:9]1)[C:4]([CH3:7])([CH3:6])[CH3:5])([C:37]([CH3:39])([CH3:38])[CH3:36])([CH3:42])[CH3:41]. (2) Given the reactants [Br:1]Br.C1(P(C2C=CC=CC=2)C2C=CC=CC=2)C=CC=CC=1.[CH3:22][C:23]1([C:28]2[O:32][CH:31]=[C:30]([CH2:33]O)[CH:29]=2)[O:27][CH2:26][CH2:25][O:24]1, predict the reaction product. The product is: [Br:1][CH2:33][C:30]1[CH:29]=[C:28]([C:23]2([CH3:22])[O:27][CH2:26][CH2:25][O:24]2)[O:32][CH:31]=1. (3) Given the reactants [CH3:1][C:2]([O:7][C:8]1[CH:13]=[CH:12][C:11]([O:14]CCC2N=C(C3C=CC=CC=3)OC=2C)=[CH:10][C:9]=1[CH3:29])([CH3:6])[C:3]([OH:5])=[O:4].[H][H].[CH2:32](O)[CH3:33], predict the reaction product. The product is: [CH2:32]([O:5][C:3](=[O:4])[C:2]([O:7][C:8]1[CH:13]=[CH:12][C:11]([OH:14])=[CH:10][C:9]=1[CH3:29])([CH3:1])[CH3:6])[CH3:33]. (4) Given the reactants [Cl-].[Al+3].[Cl-].[Cl-].[C:5](Cl)(=[O:7])[CH3:6].[Br:9][C:10]1[CH:11]=[C:12]2[C:17](=[CH:18][CH:19]=1)[O:16][C:15]([CH2:22][CH3:23])([CH2:20][CH3:21])[CH2:14][C:13]2([CH3:25])[CH3:24].O, predict the reaction product. The product is: [C:5]([C:18]1[CH:19]=[C:10]([Br:9])[CH:11]=[C:12]2[C:17]=1[O:16][C:15]([CH2:22][CH3:23])([CH2:20][CH3:21])[CH2:14][C:13]2([CH3:24])[CH3:25])(=[O:7])[CH3:6].